Dataset: Full USPTO retrosynthesis dataset with 1.9M reactions from patents (1976-2016). Task: Predict the reactants needed to synthesize the given product. (1) Given the product [C:19]([N:27]1[C:32](=[O:33])[C:31]([CH3:34])=[CH:30][N:29]([CH:35]2[CH2:40][CH2:39][CH2:38][CH:37]([OH:41])[CH2:36]2)[C:28]1=[O:49])(=[O:26])[C:20]1[CH:25]=[CH:24][CH:23]=[CH:22][CH:21]=1, predict the reactants needed to synthesize it. The reactants are: CCCC[N+](CCCC)(CCCC)CCCC.[F-].[C:19]([N:27]1[C:32](=[O:33])[C:31]([CH3:34])=[CH:30][N:29]([CH:35]2[CH2:40][CH2:39][CH2:38][CH:37]([O:41][Si](C(C)(C)C)(C)C)[CH2:36]2)[C:28]1=[O:49])(=[O:26])[C:20]1[CH:25]=[CH:24][CH:23]=[CH:22][CH:21]=1. (2) Given the product [F:37][CH:9]([F:8])[CH2:10][NH:11][C:12]1[N:13]=[C:14]2[CH2:36][CH2:35][N:34]([C:74](=[O:75])[C@H:73]([O:72][CH3:71])[CH3:77])[CH2:33][C:15]2=[N:16][C:17]=1[N:18]1[CH2:19][CH2:20][CH:21]([O:24][C:25]2[CH:30]=[CH:29][C:28]([F:31])=[CH:27][C:26]=2[F:32])[CH2:22][CH2:23]1.[C:2]([OH:3])([C:4]([F:7])([F:6])[F:5])=[O:1], predict the reactants needed to synthesize it. The reactants are: [OH:1][C:2]([C:4]([F:7])([F:6])[F:5])=[O:3].[F:8][CH:9]([F:37])[CH2:10][NH:11][C:12]1[N:13]=[C:14]2[CH2:36][CH2:35][NH:34][CH2:33][C:15]2=[N:16][C:17]=1[N:18]1[CH2:23][CH2:22][CH:21]([O:24][C:25]2[CH:30]=[CH:29][C:28]([F:31])=[CH:27][C:26]=2[F:32])[CH2:20][CH2:19]1.CCN(C(C)C)C(C)C.CN(C(ON1N=NC2C=CC=NC1=2)=[N+](C)C)C.F[P-](F)(F)(F)(F)F.[CH3:71][O:72][C@H:73]([CH3:77])[C:74](O)=[O:75]. (3) Given the product [Cl:1][C:2]1[CH:9]=[CH:8][C:5]([CH:6]([C:36]2[C:35]3[C:39](=[C:31]([CH2:30][S:29][CH3:28])[CH:32]=[CH:33][CH:34]=3)[NH:38][CH:37]=2)[CH:15]2[C:16](=[O:17])[O:18][C:11]([CH3:19])([CH3:10])[O:12][C:13]2=[O:14])=[CH:4][CH:3]=1, predict the reactants needed to synthesize it. The reactants are: [Cl:1][C:2]1[CH:9]=[CH:8][C:5]([CH:6]=O)=[CH:4][CH:3]=1.[CH3:10][C:11]1([CH3:19])[O:18][C:16](=[O:17])[CH2:15][C:13](=[O:14])[O:12]1.N1CCCC1C(O)=O.[CH3:28][S:29][CH2:30][C:31]1[CH:32]=[CH:33][CH:34]=[C:35]2[C:39]=1[NH:38][CH:37]=[CH:36]2. (4) Given the product [C:23]([C:22]1([CH2:21][CH2:20][CH2:19][CH2:18][C:15]2[CH:14]=[CH:13][C:12]([F:11])=[CH:17][CH:16]=2)[CH2:10][O:9]1)([CH3:26])([CH3:24])[CH3:25], predict the reactants needed to synthesize it. The reactants are: CSC.S([O:9][CH3:10])(OC)(=O)=O.[F:11][C:12]1[CH:17]=[CH:16][C:15]([CH2:18][CH2:19][CH2:20][CH2:21][C:22](=O)[C:23]([CH3:26])([CH3:25])[CH3:24])=[CH:14][CH:13]=1.[OH-].[K+]. (5) Given the product [CH:39]1([C:37]([NH:36][C:34]2[N:35]=[C:30]3[CH:29]=[CH:28][C:27]([O:26][C:25]4[CH:24]=[C:23]([NH:22][C:8]([C:7]5[N:3]([CH2:1][CH3:2])[N:4]=[CH:5][CH:6]=5)=[O:10])[CH:44]=[CH:43][CH:42]=4)=[CH:32][N:31]3[N:33]=2)=[O:38])[CH2:40][CH2:41]1, predict the reactants needed to synthesize it. The reactants are: [CH2:1]([N:3]1[C:7]([C:8]([OH:10])=O)=[CH:6][CH:5]=[N:4]1)[CH3:2].O1CCCC1.C(Cl)(=O)C(Cl)=O.[NH2:22][C:23]1[CH:24]=[C:25]([CH:42]=[CH:43][CH:44]=1)[O:26][C:27]1[CH:28]=[CH:29][C:30]2[N:31]([N:33]=[C:34]([NH:36][C:37]([CH:39]3[CH2:41][CH2:40]3)=[O:38])[N:35]=2)[CH:32]=1.